Predict the reactants needed to synthesize the given product. From a dataset of Full USPTO retrosynthesis dataset with 1.9M reactions from patents (1976-2016). (1) Given the product [C:31]([C:35]1[CH:40]=[CH:39][C:38]([C:25]2[N:24]=[CH:23][C:22]([O:21][CH:14]([C:11]3[CH:12]=[CH:13][C:8]([C:7]([NH:6][CH2:5][CH2:4][C:3]([OH:2])=[O:30])=[O:29])=[CH:9][CH:10]=3)[CH2:15][CH2:16][CH2:17][CH:18]([CH3:19])[CH3:20])=[CH:27][CH:26]=2)=[CH:37][CH:36]=1)([CH3:34])([CH3:33])[CH3:32], predict the reactants needed to synthesize it. The reactants are: C[O:2][C:3](=[O:30])[CH2:4][CH2:5][NH:6][C:7](=[O:29])[C:8]1[CH:13]=[CH:12][C:11]([CH:14]([O:21][C:22]2[CH:23]=[N:24][C:25](Cl)=[CH:26][CH:27]=2)[CH2:15][CH2:16][CH2:17][CH:18]([CH3:20])[CH3:19])=[CH:10][CH:9]=1.[C:31]([C:35]1[CH:40]=[CH:39][C:38](B(O)O)=[CH:37][CH:36]=1)([CH3:34])([CH3:33])[CH3:32]. (2) Given the product [F:39][C:40]1[CH:41]=[C:42]([NH:48][C:2]2[N:7]=[CH:6][C:5]([C@H:8]([N:10]3[CH2:11][CH2:12][N:13]([C:16]([O:18][C:19]([CH3:20])([CH3:22])[CH3:21])=[O:17])[CH2:14][CH2:15]3)[CH3:9])=[CH:4][C:3]=2[C:23]2[N:31]=[C:30]([CH3:32])[N:29]=[C:28]3[C:24]=2[N:25]=[CH:26][N:27]3[CH:33]2[CH2:38][CH2:37][CH2:36][CH2:35][O:34]2)[CH:43]=[N:44][C:45]=1[O:46][CH3:47], predict the reactants needed to synthesize it. The reactants are: F[C:2]1[N:7]=[CH:6][C:5]([C@H:8]([N:10]2[CH2:15][CH2:14][N:13]([C:16]([O:18][C:19]([CH3:22])([CH3:21])[CH3:20])=[O:17])[CH2:12][CH2:11]2)[CH3:9])=[CH:4][C:3]=1[C:23]1[N:31]=[C:30]([CH3:32])[N:29]=[C:28]2[C:24]=1[N:25]=[CH:26][N:27]2[CH:33]1[CH2:38][CH2:37][CH2:36][CH2:35][O:34]1.[F:39][C:40]1[CH:41]=[C:42]([NH2:48])[CH:43]=[N:44][C:45]=1[O:46][CH3:47].C[Si]([N-][Si](C)(C)C)(C)C.[Na+]. (3) The reactants are: [OH:1][C:2]1[CH:3]=[CH:4][CH:5]=[C:6]2[C:11]=1[CH2:10][CH:9]([N:12]([CH2:21][C:22]1[CH:31]=[CH:30][C:25]([C:26]([O:28][CH3:29])=[O:27])=[CH:24][CH:23]=1)[CH2:13][CH2:14][CH2:15][CH2:16][C:17]([O:19][CH3:20])=[O:18])[CH2:8][CH2:7]2.[C:32]([C:36]1[CH:43]=[CH:42][C:39]([CH2:40]Br)=[CH:38][CH:37]=1)([CH3:35])([CH3:34])[CH3:33].C(=O)([O-])[O-].[Cs+].[Cs+].O. Given the product [C:32]([C:36]1[CH:37]=[CH:38][C:39]([CH2:40][O:1][C:2]2[CH:3]=[CH:4][CH:5]=[C:6]3[C:11]=2[CH2:10][CH:9]([N:12]([CH2:21][C:22]2[CH:31]=[CH:30][C:25]([C:26]([O:28][CH3:29])=[O:27])=[CH:24][CH:23]=2)[CH2:13][CH2:14][CH2:15][CH2:16][C:17]([O:19][CH3:20])=[O:18])[CH2:8][CH2:7]3)=[CH:42][CH:43]=1)([CH3:35])([CH3:33])[CH3:34], predict the reactants needed to synthesize it. (4) Given the product [CH3:12][S:11][C:9]1[C:10]2=[C:2]([CH2:1][N:37]3[CH2:38][CH2:39][CH:34]([OH:33])[CH2:35][CH2:36]3)[CH:3]=[CH:4][N:5]2[N:6]=[CH:7][N:8]=1, predict the reactants needed to synthesize it. The reactants are: [CH3:1][C:2]1[CH:3]=[CH:4][N:5]2[C:10]=1[C:9]([S:11][CH3:12])=[N:8][CH:7]=[N:6]2.C1C(=O)N(Br)C(=O)C1.CC(N=NC(C#N)(C)C)(C#N)C.[OH:33][CH:34]1[CH2:39][CH2:38][NH:37][CH2:36][CH2:35]1.CCN(C(C)C)C(C)C. (5) Given the product [CH3:19][O:20][C:21]1[CH:25]=[C:24]([C:26]2[CH:31]=[C:30]([O:32][C:33]3[CH:34]=[CH:35][C:36]([S:39]([CH3:42])(=[O:41])=[O:40])=[CH:37][CH:38]=3)[CH:29]=[C:28]([O:43][C@@H:47]([CH3:48])[CH2:46][O:45][CH3:44])[CH:27]=2)[NH:23][N:22]=1, predict the reactants needed to synthesize it. The reactants are: C1CCN(C(N=NC(N2CCCCC2)=O)=O)CC1.[CH3:19][O:20][C:21]1[CH:25]=[C:24]([C:26]2[CH:27]=[C:28]([OH:43])[CH:29]=[C:30]([O:32][C:33]3[CH:38]=[CH:37][C:36]([S:39]([CH3:42])(=[O:41])=[O:40])=[CH:35][CH:34]=3)[CH:31]=2)[NH:23][N:22]=1.[CH3:44][O:45][CH2:46][C@H:47](O)[CH3:48].C(P(CCCC)CCCC)CCC. (6) Given the product [N:1]1[CH:6]=[CH:5][C:4]([C:7]2[C:8]([C:10]3[CH:15]=[CH:14][C:13]([O:16][CH2:17][C:18]4[CH:27]=[CH:26][C:25]5[C:20](=[CH:21][CH:22]=[CH:23][CH:24]=5)[N:19]=4)=[CH:12][CH:11]=3)=[N:30][CH:29]=[N:31][CH:34]=2)=[CH:3][CH:2]=1, predict the reactants needed to synthesize it. The reactants are: [N:1]1[CH:6]=[CH:5][C:4]([CH2:7][C:8]([C:10]2[CH:15]=[CH:14][C:13]([O:16][CH2:17][C:18]3[CH:27]=[CH:26][C:25]4[C:20](=[CH:21][CH:22]=[CH:23][CH:24]=4)[N:19]=3)=[CH:12][CH:11]=2)=O)=[CH:3][CH:2]=1.Cl.[CH:29]([NH2:31])=[NH:30].[Na].[O-][CH2:34]C.[Na+]. (7) Given the product [CH:1]1([N:5]([CH3:27])[C:6]2[C:7]([C:20]3[CH:21]=[CH:22][C:23]([F:26])=[CH:24][CH:25]=3)=[N:8][C:9]3[C:14]([N:15]=2)=[CH:13][C:12]([C:16]([OH:18])=[O:17])=[CH:11][CH:10]=3)[CH2:4][CH2:3][CH2:2]1, predict the reactants needed to synthesize it. The reactants are: [CH:1]1([N:5]([CH3:27])[C:6]2[C:7]([C:20]3[CH:25]=[CH:24][C:23]([F:26])=[CH:22][CH:21]=3)=[N:8][C:9]3[C:14]([N:15]=2)=[CH:13][C:12]([C:16]([O:18]C)=[O:17])=[CH:11][CH:10]=3)[CH2:4][CH2:3][CH2:2]1.[OH-].[Na+].O.